Dataset: Full USPTO retrosynthesis dataset with 1.9M reactions from patents (1976-2016). Task: Predict the reactants needed to synthesize the given product. The reactants are: C([N:4]1[C:12]2[C:7](=[CH:8][C:9]([F:14])=[C:10]([Br:13])[CH:11]=2)[C:6](=[O:15])[C:5]1([CH3:17])[CH3:16])(=O)C.[OH-].[Na+]. Given the product [Br:13][C:10]1[CH:11]=[C:12]2[C:7]([C:6](=[O:15])[C:5]([CH3:16])([CH3:17])[NH:4]2)=[CH:8][C:9]=1[F:14], predict the reactants needed to synthesize it.